Dataset: Forward reaction prediction with 1.9M reactions from USPTO patents (1976-2016). Task: Predict the product of the given reaction. Given the reactants [CH:1]1([C:6]2[CH:11]=[CH:10][C:9]([CH2:12][CH2:13][C:14]([O:16][CH2:17][CH3:18])=[O:15])=[CH:8][C:7]=2[CH3:19])[CH2:5][CH2:4][CH2:3][CH2:2]1.C1C(=O)N([Br:27])C(=O)C1, predict the reaction product. The product is: [Br:27][C:11]1[CH:10]=[C:9]([CH2:12][CH2:13][C:14]([O:16][CH2:17][CH3:18])=[O:15])[CH:8]=[C:7]([CH3:19])[C:6]=1[CH:1]1[CH2:2][CH2:3][CH2:4][CH2:5]1.